From a dataset of Ames mutagenicity test results for genotoxicity prediction. Regression/Classification. Given a drug SMILES string, predict its toxicity properties. Task type varies by dataset: regression for continuous values (e.g., LD50, hERG inhibition percentage) or binary classification for toxic/non-toxic outcomes (e.g., AMES mutagenicity, cardiotoxicity, hepatotoxicity). Dataset: ames. (1) The result is 0 (non-mutagenic). The molecule is CN1C=CN(CCC[n+]2ccc(C(N)=O)cc2)C1/C=N/O. (2) The molecule is C=C(C)C(=O)OCCOCCOCCOC(=O)C(=C)C. The result is 0 (non-mutagenic). (3) The molecule is CC(=O)CN(CC(C)O)N=O. The result is 1 (mutagenic).